Dataset: Catalyst prediction with 721,799 reactions and 888 catalyst types from USPTO. Task: Predict which catalyst facilitates the given reaction. (1) Reactant: [CH3:1][NH:2][CH2:3][C@H:4]([OH:12])[C:5]1[CH:6]=[CH:7][CH:8]=[C:9]([OH:11])[CH:10]=1.Cl. Product: [CH3:1][NH:2][CH2:3][C@H:4]([OH:12])[C:5]1[CH:6]=[CH:7][CH:8]=[C:9]([OH:11])[CH:10]=1. The catalyst class is: 6. (2) Reactant: C(=O)([O-])[O-].[K+].[K+].Cl.[CH3:8][O:9][C:10]([C:12]1([NH2:20])[CH2:17][CH2:16][N:15]([O:18][CH3:19])[CH2:14][CH2:13]1)=[O:11].[CH3:21][C:22]1[CH:27]=[CH:26][C:25]([CH3:28])=[CH:24][C:23]=1[CH2:29][C:30](Cl)=[O:31]. Product: [CH3:8][O:9][C:10]([C:12]1([NH:20][C:30](=[O:31])[CH2:29][C:23]2[CH:24]=[C:25]([CH3:28])[CH:26]=[CH:27][C:22]=2[CH3:21])[CH2:17][CH2:16][N:15]([O:18][CH3:19])[CH2:14][CH2:13]1)=[O:11]. The catalyst class is: 10. (3) Reactant: C([NH:5][S:6]([C:9]1[S:10][C:11]([C:14]2[CH:19]=[CH:18][CH:17]=[C:16]([C:20]3[N:25]=[C:24]([CH3:26])[CH:23]=[C:22]([C:27]4[CH:32]=[CH:31][C:30]([Cl:33])=[C:29]([CH3:34])[CH:28]=4)[N:21]=3)[CH:15]=2)=[CH:12][CH:13]=1)(=[O:8])=[O:7])(C)(C)C.C(O)(C(F)(F)F)=O. Product: [Cl:33][C:30]1[CH:31]=[CH:32][C:27]([C:22]2[CH:23]=[C:24]([CH3:26])[N:25]=[C:20]([C:16]3[CH:15]=[C:14]([C:11]4[S:10][C:9]([S:6]([NH2:5])(=[O:7])=[O:8])=[CH:13][CH:12]=4)[CH:19]=[CH:18][CH:17]=3)[N:21]=2)=[CH:28][C:29]=1[CH3:34]. The catalyst class is: 4. (4) The catalyst class is: 13. Reactant: [CH2:1]([O:8][C:9]1[CH:14]=[C:13]([C:15]2[CH:20]=[CH:19][CH:18]=[C:17]([C:21]([F:24])([F:23])[F:22])[CH:16]=2)[N:12]=[C:11](SC)[N:10]=1)[C:2]1[CH:7]=[CH:6][CH:5]=[CH:4][CH:3]=1.[S:27]([O-:32])(O[O-])(=O)=[O:28].[K+].[K+].O.[C:36](#N)C. Product: [CH2:1]([O:8][C:9]1[CH:14]=[C:13]([C:15]2[CH:20]=[CH:19][CH:18]=[C:17]([C:21]([F:24])([F:22])[F:23])[CH:16]=2)[N:12]=[C:11]([S:27]([CH3:36])(=[O:32])=[O:28])[N:10]=1)[C:2]1[CH:3]=[CH:4][CH:5]=[CH:6][CH:7]=1.